Dataset: NCI-60 drug combinations with 297,098 pairs across 59 cell lines. Task: Regression. Given two drug SMILES strings and cell line genomic features, predict the synergy score measuring deviation from expected non-interaction effect. (1) Drug 1: CCC1=CC2CC(C3=C(CN(C2)C1)C4=CC=CC=C4N3)(C5=C(C=C6C(=C5)C78CCN9C7C(C=CC9)(C(C(C8N6C)(C(=O)OC)O)OC(=O)C)CC)OC)C(=O)OC.C(C(C(=O)O)O)(C(=O)O)O. Drug 2: CCC1(CC2CC(C3=C(CCN(C2)C1)C4=CC=CC=C4N3)(C5=C(C=C6C(=C5)C78CCN9C7C(C=CC9)(C(C(C8N6C=O)(C(=O)OC)O)OC(=O)C)CC)OC)C(=O)OC)O.OS(=O)(=O)O. Cell line: A498. Synergy scores: CSS=22.3, Synergy_ZIP=3.42, Synergy_Bliss=5.09, Synergy_Loewe=3.88, Synergy_HSA=3.60. (2) Drug 1: CC(C1=C(C=CC(=C1Cl)F)Cl)OC2=C(N=CC(=C2)C3=CN(N=C3)C4CCNCC4)N. Drug 2: C(CCl)NC(=O)N(CCCl)N=O. Cell line: NCIH23. Synergy scores: CSS=8.20, Synergy_ZIP=-2.51, Synergy_Bliss=-0.191, Synergy_Loewe=-7.30, Synergy_HSA=-1.07. (3) Drug 1: C1=NC2=C(N1)C(=S)N=C(N2)N. Drug 2: COCCOC1=C(C=C2C(=C1)C(=NC=N2)NC3=CC=CC(=C3)C#C)OCCOC.Cl. Cell line: UACC62. Synergy scores: CSS=28.2, Synergy_ZIP=-1.77, Synergy_Bliss=-1.98, Synergy_Loewe=-1.10, Synergy_HSA=-0.873. (4) Synergy scores: CSS=38.3, Synergy_ZIP=-5.36, Synergy_Bliss=1.37, Synergy_Loewe=3.66, Synergy_HSA=5.68. Drug 2: COC1=C(C=C2C(=C1)N=CN=C2NC3=CC(=C(C=C3)F)Cl)OCCCN4CCOCC4. Cell line: A498. Drug 1: C1CN1C2=NC(=NC(=N2)N3CC3)N4CC4. (5) Drug 1: C1=CN(C=N1)CC(O)(P(=O)(O)O)P(=O)(O)O. Drug 2: COCCOC1=C(C=C2C(=C1)C(=NC=N2)NC3=CC=CC(=C3)C#C)OCCOC.Cl. Cell line: KM12. Synergy scores: CSS=6.45, Synergy_ZIP=-2.67, Synergy_Bliss=-0.972, Synergy_Loewe=0.901, Synergy_HSA=-1.06.